This data is from CYP3A4 inhibition data for predicting drug metabolism from PubChem BioAssay. The task is: Regression/Classification. Given a drug SMILES string, predict its absorption, distribution, metabolism, or excretion properties. Task type varies by dataset: regression for continuous measurements (e.g., permeability, clearance, half-life) or binary classification for categorical outcomes (e.g., BBB penetration, CYP inhibition). Dataset: cyp3a4_veith. (1) The compound is Cc1cnc(NC(=O)CCCc2nc3ccccc3s2)s1. The result is 1 (inhibitor). (2) The molecule is Nc1ccc(S(=O)(=O)Nc2nccs2)cc1. The result is 0 (non-inhibitor). (3) The molecule is C[n+]1ccc(/C=C/c2ccc(Br)cc2)cc1.[I-]. The result is 0 (non-inhibitor).